Dataset: Peptide-MHC class I binding affinity with 185,985 pairs from IEDB/IMGT. Task: Regression. Given a peptide amino acid sequence and an MHC pseudo amino acid sequence, predict their binding affinity value. This is MHC class I binding data. (1) The MHC is HLA-A02:01 with pseudo-sequence HLA-A02:01. The binding affinity (normalized) is 0.213. The peptide sequence is GPSVASRAL. (2) The peptide sequence is ANRAPTGDPS. The MHC is HLA-B35:01 with pseudo-sequence HLA-B35:01. The binding affinity (normalized) is 0.